Dataset: Reaction yield outcomes from USPTO patents with 853,638 reactions. Task: Predict the reaction yield, written as a fraction of the theoretical maximum amount of product (1.0 means a 100% yield; for example, 0.34 means a 34% yield). The reactants are Br[C:2]1[CH:3]=[C:4]2[C@:15]3([N:20]=[C:19]([NH2:21])[CH2:18][O:17][CH2:16]3)[C:14]3[CH:13]=[C:12]([O:22][CH3:23])[N:11]=[CH:10][C:9]=3[O:8][C:5]2=[CH:6][CH:7]=1.[F:24][C:25]1[CH:26]=[C:27](B(O)O)[CH:28]=[CH:29][C:30]=1[F:31].P([O-])([O-])([O-])=O.[K+].[K+].[K+]. The catalyst is CC(P(C(C)(C)C)C1C=CC(N(C)C)=CC=1)(C)C.CC(P(C(C)(C)C)C1C=CC(N(C)C)=CC=1)(C)C.Cl[Pd]Cl. The product is [F:24][C:25]1[CH:26]=[C:27]([C:2]2[CH:3]=[C:4]3[C@:15]4([N:20]=[C:19]([NH2:21])[CH2:18][O:17][CH2:16]4)[C:14]4[CH:13]=[C:12]([O:22][CH3:23])[N:11]=[CH:10][C:9]=4[O:8][C:5]3=[CH:6][CH:7]=2)[CH:28]=[CH:29][C:30]=1[F:31]. The yield is 0.890.